This data is from Experimentally validated miRNA-target interactions with 360,000+ pairs, plus equal number of negative samples. The task is: Binary Classification. Given a miRNA mature sequence and a target amino acid sequence, predict their likelihood of interaction. The protein sequence of the target gene is MKLLKPTWVNHNGKPIFSVDIHPDGTKFATGGQGQDSGKVVIWNMSPVLQEDDEKDENIPKMLCQMDNHLACVNCVRWSNSGMYLASGGDDKLIMVWKRATYIGPSTVFGSSGKLANVEQWRCVSILRNHSGDVMDVAWSPHDAWLASCSVDNTVVIWNAVKFPEILATLRGHSGLVKGLTWDPVGKYIASQADDRSLKVWRTLDWQLETSITKPFDECGGTTHVLRLSWSPDGHYLVSAHAMNNSGPTAQIIEREGWKTNMDFVGHRKAVTVVKFNPKIFKKKQKNGSSAKPSCPYCCC.... The miRNA is hsa-miR-6074 with sequence GAUAUUCAGAGGCUAGGUGG. Result: 0 (no interaction).